This data is from Full USPTO retrosynthesis dataset with 1.9M reactions from patents (1976-2016). The task is: Predict the reactants needed to synthesize the given product. Given the product [CH3:1][O:2][C:3](=[O:4])[CH:5]=[CH:19][C:18]1[CH:21]=[CH:22][C:15]([Cl:14])=[C:16]([N+:23]([O-:25])=[O:24])[CH:17]=1, predict the reactants needed to synthesize it. The reactants are: [CH3:1][O:2][C:3]([CH2:5]P(OC)(OC)=O)=[O:4].[H-].[Na+].[Cl:14][C:15]1[CH:22]=[CH:21][C:18]([CH:19]=O)=[CH:17][C:16]=1[N+:23]([O-:25])=[O:24].O.